Dataset: Reaction yield outcomes from USPTO patents with 853,638 reactions. Task: Predict the reaction yield, written as a fraction of the theoretical maximum amount of product (1.0 means a 100% yield; for example, 0.34 means a 34% yield). (1) The reactants are [F:1][C:2]1[CH:3]=[N:4][CH:5]=[CH:6][C:7]=1[CH2:8][CH2:9][OH:10].C(N(CC)CC)C.[CH3:18][S:19](Cl)(=[O:21])=[O:20]. The catalyst is C(Cl)Cl.O. The product is [F:1][C:2]1[CH:3]=[N:4][CH:5]=[CH:6][C:7]=1[CH2:8][CH2:9][O:10][S:19]([CH3:18])(=[O:21])=[O:20]. The yield is 0.830. (2) The product is [NH3:2].[NH:8]1[CH2:9][CH2:10][C@H:6]([O:5][CH2:4][CH2:3][C:1]#[N:2])[CH2:7]1. The catalyst is ClCCl. The reactants are [C:1]([CH2:3][CH2:4][O:5][C@H:6]1[CH2:10][CH2:9][N:8](C(OC(C)(C)C)=O)[CH2:7]1)#[N:2].FC(F)(F)C(O)=O. The yield is 0.100. (3) The reactants are [Cl:1][C:2]1[CH:22]=[CH:21][CH:20]=[C:19]([Cl:23])[C:3]=1[C:4]([NH:6][CH2:7][CH2:8][S:9][CH2:10][C:11]1[CH:16]=[CH:15][CH:14]=[C:13]([C:17]#N)[CH:12]=1)=[O:5].CC(C[AlH]CC(C)C)C.C1(C)C=CC=CC=1.C1C[O:43]CC1. No catalyst specified. The product is [Cl:1][C:2]1[CH:22]=[CH:21][CH:20]=[C:19]([Cl:23])[C:3]=1[C:4]([NH:6][CH2:7][CH2:8][S:9][CH2:10][C:11]1[CH:16]=[CH:15][CH:14]=[C:13]([CH:17]=[O:43])[CH:12]=1)=[O:5]. The yield is 0.520. (4) The reactants are [CH3:1][N:2]([CH2:26][CH2:27][CH3:28])[CH2:3][CH2:4][C:5]#[C:6][CH:7]1[CH2:12][CH2:11][N:10]([S:13]([C:16]2[CH:21]=[CH:20][C:19]([C:22]([F:25])([F:24])[F:23])=[CH:18][CH:17]=2)(=[O:15])=[O:14])[CH2:9][CH2:8]1. The catalyst is CCO.O=[Pt]=O.O. The product is [CH3:1][N:2]([CH2:26][CH2:27][CH3:28])[CH2:3][CH2:4][CH2:5][CH2:6][CH:7]1[CH2:12][CH2:11][N:10]([S:13]([C:16]2[CH:21]=[CH:20][C:19]([C:22]([F:24])([F:25])[F:23])=[CH:18][CH:17]=2)(=[O:15])=[O:14])[CH2:9][CH2:8]1. The yield is 0.930. (5) The reactants are [F:1][C:2]1[CH:7]=[CH:6][CH:5]=[CH:4][C:3]=1[C:8]1[C:17]2[C:12](=[CH:13][CH:14]=[C:15]([OH:18])[CH:16]=2)[N:11]=[C:10]([CH2:19][CH:20]([CH3:22])[CH3:21])[C:9]=1[CH2:23][NH:24][C:25](=[O:31])[O:26][C:27]([CH3:30])([CH3:29])[CH3:28].Cl[CH:33]([CH3:37])[C:34]([NH2:36])=[O:35].C(=O)([O-])[O-].[K+].[K+]. The catalyst is CN(C)C=O. The product is [NH2:36][C:34](=[O:35])[CH:33]([CH3:37])[O:18][C:15]1[CH:16]=[C:17]2[C:12](=[CH:13][CH:14]=1)[N:11]=[C:10]([CH2:19][CH:20]([CH3:22])[CH3:21])[C:9]([CH2:23][NH:24][C:25](=[O:31])[O:26][C:27]([CH3:29])([CH3:28])[CH3:30])=[C:8]2[C:3]1[CH:4]=[CH:5][CH:6]=[CH:7][C:2]=1[F:1]. The yield is 0.650. (6) The reactants are C(OC([N:8]1[CH2:13][CH2:12][N:11]([CH2:14][C:15]2[N:20]=[C:19]3[N:21]=[C:22]([C:24]4[CH:29]=[CH:28][CH:27]=[C:26]([NH:30][C:31](=[O:41])[C:32]5[CH:37]=[CH:36][CH:35]=[C:34]([N:38]([CH3:40])[CH3:39])[CH:33]=5)[CH:25]=4)[O:23][C:18]3=[CH:17][CH:16]=2)[CH2:10][CH2:9]1)=O)(C)(C)C. The catalyst is C(O)(C(F)(F)F)=O.C(Cl)Cl. The product is [CH3:39][N:38]([CH3:40])[C:34]1[CH:33]=[C:32]([CH:37]=[CH:36][CH:35]=1)[C:31]([NH:30][C:26]1[CH:27]=[CH:28][CH:29]=[C:24]([C:22]2[O:23][C:18]3[C:19]([N:21]=2)=[N:20][C:15]([CH2:14][N:11]2[CH2:10][CH2:9][NH:8][CH2:13][CH2:12]2)=[CH:16][CH:17]=3)[CH:25]=1)=[O:41]. The yield is 1.00. (7) The catalyst is C1C=CC([P]([Pd]([P](C2C=CC=CC=2)(C2C=CC=CC=2)C2C=CC=CC=2)([P](C2C=CC=CC=2)(C2C=CC=CC=2)C2C=CC=CC=2)[P](C2C=CC=CC=2)(C2C=CC=CC=2)C2C=CC=CC=2)(C2C=CC=CC=2)C2C=CC=CC=2)=CC=1. The yield is 0.710. The product is [CH3:1][C:2]1[CH:7]=[CH:6][C:5]([S:8]([O:11][CH2:12][CH:13]2[CH2:17][C:16]3[C:18]([C:25]4[C:26]([CH3:30])=[CH:27][CH:28]=[CH:29][C:24]=4[CH3:23])=[CH:19][CH:20]=[CH:21][C:15]=3[O:14]2)(=[O:10])=[O:9])=[CH:4][CH:3]=1. The reactants are [CH3:1][C:2]1[CH:7]=[CH:6][C:5]([S:8]([O:11][CH2:12][CH:13]2[CH2:17][C:16]3[C:18](Br)=[CH:19][CH:20]=[CH:21][C:15]=3[O:14]2)(=[O:10])=[O:9])=[CH:4][CH:3]=1.[CH3:23][C:24]1[CH:29]=[CH:28][CH:27]=[C:26]([CH3:30])[C:25]=1B(O)O.O.O.O.O.O.O.O.O.[OH-].[Ba+2].[OH-].CC1C=CC(S(OCC2CC3C=CC=C(C4C=C(C(F)(F)F)C=C(C(F)(F)F)C=4)C=3O2)(=O)=O)=CC=1. (8) The reactants are [CH2:1]([O:8][C:9](=[O:19])[CH:10]([O:17][NH2:18])[C:11]1[CH:16]=[CH:15][CH:14]=[CH:13][CH:12]=1)[C:2]1[CH:7]=[CH:6][CH:5]=[CH:4][CH:3]=1.[CH3:20][C:21]([O:24][C:25](O[C:25]([O:24][C:21]([CH3:23])([CH3:22])[CH3:20])=[O:26])=[O:26])([CH3:23])[CH3:22]. The catalyst is C(#N)C. The product is [CH2:1]([O:8][C:9](=[O:19])[CH:10]([O:17][NH:18][C:25]([O:24][C:21]([CH3:23])([CH3:22])[CH3:20])=[O:26])[C:11]1[CH:16]=[CH:15][CH:14]=[CH:13][CH:12]=1)[C:2]1[CH:3]=[CH:4][CH:5]=[CH:6][CH:7]=1. The yield is 0.840.